Dataset: Catalyst prediction with 721,799 reactions and 888 catalyst types from USPTO. Task: Predict which catalyst facilitates the given reaction. (1) Reactant: [CH3:1][CH:2]1[CH2:7][NH:6][CH2:5][CH:4]([CH3:8])[N:3]1[C:9]1[S:10][C:11]2[CH:17]=[C:16]([C:18]([F:21])([F:20])[F:19])[CH:15]=[CH:14][C:12]=2[N:13]=1.Br[CH2:23][CH2:24][O:25][Si](C(C)(C)C)(C)C.C(=O)([O-])[O-].[K+].[K+].CN(C)C=O. Product: [CH3:8][CH:4]1[N:3]([C:9]2[S:10][C:11]3[CH:17]=[C:16]([C:18]([F:21])([F:20])[F:19])[CH:15]=[CH:14][C:12]=3[N:13]=2)[CH:2]([CH3:1])[CH2:7][N:6]([CH2:23][CH2:24][OH:25])[CH2:5]1. The catalyst class is: 6. (2) The catalyst class is: 57. Product: [C:10]1([C:2]2[CH:3]=[C:4]([O:8][CH3:9])[CH:5]=[CH:6][CH:7]=2)[CH:15]=[CH:14][CH:13]=[CH:12][CH:11]=1. Reactant: Cl[C:2]1[CH:3]=[C:4]([O:8][CH3:9])[CH:5]=[CH:6][CH:7]=1.[C:10]1(B(O)O)[CH:15]=[CH:14][CH:13]=[CH:12][CH:11]=1.[F-].[Cs+]. (3) Reactant: [CH2:1]([N:3]([CH2:27][C:28]1[CH:33]=[CH:32][CH:31]=[CH:30][C:29]=1[F:34])[C:4](=[O:26])[CH2:5][O:6][C:7]1[CH:12]=[CH:11][C:10]([CH2:13][CH2:14][O:15][C:16]2[CH:25]=[CH:24][CH:23]=[CH:22][C:17]=2[C:18]([O:20]C)=[O:19])=[CH:9][CH:8]=1)[CH3:2].O.[OH-].[Li+]. Product: [CH2:1]([N:3]([CH2:27][C:28]1[CH:33]=[CH:32][CH:31]=[CH:30][C:29]=1[F:34])[C:4](=[O:26])[CH2:5][O:6][C:7]1[CH:8]=[CH:9][C:10]([CH2:13][CH2:14][O:15][C:16]2[CH:25]=[CH:24][CH:23]=[CH:22][C:17]=2[C:18]([OH:20])=[O:19])=[CH:11][CH:12]=1)[CH3:2]. The catalyst class is: 1. (4) Reactant: [C:1]([O:5][C:6]([N:8]([CH3:29])[C@@H:9]([CH3:28])[C:10]([NH:12][C@@H:13]([CH2:18][C:19]1[CH:24]=[CH:23][C:22]([N+:25]([O-:27])=[O:26])=[CH:21][CH:20]=1)[C:14]([O:16]C)=[O:15])=[O:11])=[O:7])([CH3:4])([CH3:3])[CH3:2].[OH-].[Na+].CCOC(C)=O.Cl. Product: [C:1]([O:5][C:6]([N:8]([CH3:29])[C@@H:9]([CH3:28])[C:10]([NH:12][C@@H:13]([CH2:18][C:19]1[CH:20]=[CH:21][C:22]([N+:25]([O-:27])=[O:26])=[CH:23][CH:24]=1)[C:14]([OH:16])=[O:15])=[O:11])=[O:7])([CH3:3])([CH3:4])[CH3:2]. The catalyst class is: 36.